Dataset: Catalyst prediction with 721,799 reactions and 888 catalyst types from USPTO. Task: Predict which catalyst facilitates the given reaction. Reactant: [CH3:1][N:2]1[CH2:7][CH2:6][CH:5]([CH2:8][OH:9])[CH2:4][CH2:3]1.[CH:10]1([N:15]=[C:16]=[O:17])[CH2:14][CH2:13][CH2:12][CH2:11]1.[ClH:18].CCOCC. Product: [ClH:18].[CH:10]1([NH:15][C:16](=[O:17])[O:9][CH2:8][CH:5]2[CH2:6][CH2:7][N:2]([CH3:1])[CH2:3][CH2:4]2)[CH2:14][CH2:13][CH2:12][CH2:11]1. The catalyst class is: 1.